Dataset: Forward reaction prediction with 1.9M reactions from USPTO patents (1976-2016). Task: Predict the product of the given reaction. (1) Given the reactants [CH2:1]([O:8][C:9]([NH:11][C@H:12]([C:24]([OH:26])=O)[CH2:13][CH2:14][CH2:15][NH:16][C:17]([O:19][C:20]([CH3:23])([CH3:22])[CH3:21])=[O:18])=[O:10])[C:2]1[CH:7]=[CH:6][CH:5]=[CH:4][CH:3]=1.[C:27]([O:31][C:32](=[O:39])[NH:33][CH2:34][C@H:35]([NH2:38])[CH2:36][OH:37])([CH3:30])([CH3:29])[CH3:28].C(Cl)CCl.C1C=CC2N(O)N=NC=2C=1, predict the reaction product. The product is: [CH2:1]([O:8][C:9](=[O:10])[NH:11][C@H:12]([C:24]([NH:38][C@H:35]([CH2:36][OH:37])[CH2:34][NH:33][C:32]([O:31][C:27]([CH3:28])([CH3:29])[CH3:30])=[O:39])=[O:26])[CH2:13][CH2:14][CH2:15][NH:16][C:17]([O:19][C:20]([CH3:21])([CH3:22])[CH3:23])=[O:18])[C:2]1[CH:3]=[CH:4][CH:5]=[CH:6][CH:7]=1. (2) Given the reactants [CH3:1][N:2]([CH3:20])[C:3](=[O:19])[CH2:4][N:5]([CH3:18])[C:6]1[C:14]2[C:9](=[CH:10][CH:11]=[C:12]([N+:15]([O-])=O)[CH:13]=2)[NH:8][N:7]=1.[NH4+].[Cl-].C(=O)(O)[O-].[Na+], predict the reaction product. The product is: [CH3:1][N:2]([CH3:20])[C:3](=[O:19])[CH2:4][N:5]([CH3:18])[C:6]1[C:14]2[C:9](=[CH:10][CH:11]=[C:12]([NH2:15])[CH:13]=2)[NH:8][N:7]=1. (3) Given the reactants [CH2:1]([O:3][C:4](=[O:23])[NH:5][C:6]1[S:7][C:8]2[C:14]([C:15]3[O:16][CH2:17][CH2:18][O:19][CH:20]=3)=[CH:13][CH:12]=[C:11]([O:21][CH3:22])[C:9]=2[N:10]=1)[CH3:2].[H][H], predict the reaction product. The product is: [CH2:1]([O:3][C:4](=[O:23])[NH:5][C:6]1[S:7][C:8]2[C:14]([CH:15]3[CH2:20][O:19][CH2:18][CH2:17][O:16]3)=[CH:13][CH:12]=[C:11]([O:21][CH3:22])[C:9]=2[N:10]=1)[CH3:2]. (4) Given the reactants [F:1][C:2]([F:12])([F:11])[C:3]1[CH:10]=[CH:9][C:6]([C:7]#[N:8])=[CH:5][CH:4]=1.[NH2:13][OH:14], predict the reaction product. The product is: [OH:14][NH:13][C:7](=[NH:8])[C:6]1[CH:9]=[CH:10][C:3]([C:2]([F:1])([F:11])[F:12])=[CH:4][CH:5]=1. (5) Given the reactants CC1(C)CCC(NC[C:10]2[CH:15]=[CH:14][C:13]([C:16]3[CH:21]=[CH:20][CH:19]=[C:18](C(N)=O)[C:17]=3F)=[CH:12][CH:11]=2)CC1.CC1(C)CCC(NCC2C=CC(C3C=CC=C(C(N)=O)C=3C)=CC=2)CC1.CC1(C)CCC(NCC2C=CC(C3C=CC=C(C(N)=O)C=3)=C(C(F)(F)F)C=2)CC1.FC1C=C(C2C=CC=C(C(N)=O)C=2)C=CC=1[CH2:89][NH:90][C@@H:91]1[CH2:99][C:98]2[C:93](=[CH:94][CH:95]=[C:96](F)[CH:97]=2)[CH2:92]1.C1C2C(=CC=CC=2)CC1NCC1C=CC(C2C=CC=C([N:133]3[CH2:137][C:136](=O)[NH:135][C:134]3=O)C=2)=CC=1.N1C=CN=C1C1C=C(C2C=CC(CNC3CCC(C)(C)CC3)=CC=2)C=CC=1, predict the reaction product. The product is: [NH:133]1[CH:137]=[CH:136][N:135]=[C:134]1[C:18]1[CH:17]=[C:16]([C:13]2[CH:12]=[CH:11][C:10]([CH2:89][NH:90][CH:91]3[CH2:92][C:93]4[C:98](=[CH:97][CH:96]=[CH:95][CH:94]=4)[CH2:99]3)=[CH:15][CH:14]=2)[CH:21]=[CH:20][CH:19]=1. (6) Given the reactants [C:1]([O:7][CH2:8][N:9]1[C:18](=[O:19])[C:17]2[C:12](=[CH:13][CH:14]=[C:15]([OH:20])[CH:16]=2)[N:11]=[CH:10]1)(=[O:6])[C:2]([CH3:5])([CH3:4])[CH3:3].C1(P(C2C=CC=CC=2)C2C=CC=CC=2)C=CC=CC=1.O[CH:41]1[CH2:46][CH2:45][N:44]([C:47]([O:49][C:50]([CH3:53])([CH3:52])[CH3:51])=[O:48])[CH2:43][CH2:42]1, predict the reaction product. The product is: [CH3:3][C:2]([CH3:5])([CH3:4])[C:1]([O:7][CH2:8][N:9]1[C:18](=[O:19])[C:17]2[C:12](=[CH:13][CH:14]=[C:15]([O:20][CH:41]3[CH2:46][CH2:45][N:44]([C:47]([O:49][C:50]([CH3:53])([CH3:52])[CH3:51])=[O:48])[CH2:43][CH2:42]3)[CH:16]=2)[N:11]=[CH:10]1)=[O:6].